Dataset: Catalyst prediction with 721,799 reactions and 888 catalyst types from USPTO. Task: Predict which catalyst facilitates the given reaction. (1) Reactant: [F:1][C:2]1[CH:7]=[CH:6][C:5]([CH:8]([N:30]2[CH2:35][CH2:34][N:33]([CH:36]([CH3:38])[CH3:37])[CH2:32][CH2:31]2)[CH2:9][N:10]2[CH2:15][CH2:14][N:13]([CH2:16][CH2:17][CH2:18][CH2:19][C:20]3[C:29]4[C:24](=[CH:25][CH:26]=[CH:27][CH:28]=4)[CH:23]=[CH:22][CH:21]=3)[CH2:12][CH2:11]2)=[CH:4][CH:3]=1.[C:39]([OH:46])(=[O:45])/[CH:40]=[CH:41]\[C:42]([OH:44])=[O:43]. Product: [C:39]([OH:46])(=[O:45])/[CH:40]=[CH:41]\[C:42]([OH:44])=[O:43].[C:39]([OH:46])(=[O:45])/[CH:40]=[CH:41]\[C:42]([OH:44])=[O:43].[C:39]([OH:46])(=[O:45])/[CH:40]=[CH:41]\[C:42]([OH:44])=[O:43].[F:1][C:2]1[CH:7]=[CH:6][C:5]([CH:8]([N:30]2[CH2:35][CH2:34][N:33]([CH:36]([CH3:38])[CH3:37])[CH2:32][CH2:31]2)[CH2:9][N:10]2[CH2:15][CH2:14][N:13]([CH2:16][CH2:17][CH2:18][CH2:19][C:20]3[C:29]4[C:24](=[CH:25][CH:26]=[CH:27][CH:28]=4)[CH:23]=[CH:22][CH:21]=3)[CH2:12][CH2:11]2)=[CH:4][CH:3]=1. The catalyst class is: 8. (2) Reactant: [S:1](Cl)([C:4]1[CH:10]=[CH:9][C:7]([CH3:8])=[CH:6][CH:5]=1)(=[O:3])=[O:2].[CH:12]([OH:17])=[CH:13][CH:14]([CH3:16])[CH3:15].CCCCC.C(OCC)(=O)C.CCCCCC. Product: [S:1]([C:4]1[CH:10]=[CH:9][C:7]([CH3:8])=[CH:6][CH:5]=1)([O:17][CH2:12][CH2:13][C:14]([CH3:16])=[CH2:15])(=[O:3])=[O:2]. The catalyst class is: 166. (3) Reactant: O=[C:2]([NH:8][CH2:9][C:10](=[O:12])[CH3:11])[C:3]([O:5][CH2:6][CH3:7])=[O:4].P(Cl)(Cl)(Cl)=O. Product: [CH3:11][C:10]1[O:12][C:2]([C:3]([O:5][CH2:6][CH3:7])=[O:4])=[N:8][CH:9]=1. The catalyst class is: 11.